This data is from Reaction yield outcomes from USPTO patents with 853,638 reactions. The task is: Predict the reaction yield, written as a fraction of the theoretical maximum amount of product (1.0 means a 100% yield; for example, 0.34 means a 34% yield). (1) The reactants are [CH3:1][N:2]1[C:10]2[C:5](=[CH:6][CH:7]=[CH:8][C:9]=2[NH:11][C:12]2[C:20]([N+:21]([O-])=O)=[CH:19][CH:18]=[CH:17][C:13]=2[C:14]([OH:16])=[O:15])[CH:4]=[N:3]1.[BH4-].[Na+]. The catalyst is [OH-].[Na+]. The product is [CH3:1][N:2]1[C:10]2=[C:9]3[C:8](=[CH:7][CH:6]=[C:5]2[CH:4]=[N:3]1)[N:21]=[C:20]1[C:12]([C:13]([C:14]([OH:16])=[O:15])=[CH:17][CH:18]=[CH:19]1)=[N:11]3. The yield is 0.340. (2) The reactants are [CH2:1]([C:3]1([CH2:8][C:9](OC)=O)[O:7][CH2:6][CH2:5][O:4]1)C.C(=O)([O-])[O-:14].[K+].[K+].O1CCCC1. The catalyst is O. The product is [CH2:8]([C:3]1([CH2:1][OH:14])[O:4][CH2:5][CH2:6][O:7]1)[CH3:9]. The yield is 0.715.